Dataset: Full USPTO retrosynthesis dataset with 1.9M reactions from patents (1976-2016). Task: Predict the reactants needed to synthesize the given product. (1) Given the product [Cl:30][C:31]1[CH:36]=[CH:35][C:34]([C:37]2([OH:43])[CH2:29][CH2:28][N:25]([CH2:23][C:6]3[N:7]=[C:8]([C:12]4[S:13][C:14]5[CH:22]=[CH:21][CH:20]=[CH:19][C:15]=5[C:16](=[O:18])[N:17]=4)[CH:9]=[CH:10][CH:11]=3)[CH2:26][CH2:27]2)=[CH:33][CH:32]=1, predict the reactants needed to synthesize it. The reactants are: CS(O[C:6]1[CH:11]=[CH:10][CH:9]=[C:8]([C:12]2[S:13][C:14]3[CH:22]=[CH:21][CH:20]=[CH:19][C:15]=3[C:16](=[O:18])[N:17]=2)[N:7]=1)(=O)=O.[CH2:23]([N:25]([CH2:28][CH3:29])[CH2:26][CH3:27])C.[Cl:30][C:31]1[CH:36]=[CH:35][C:34]([C:37]2([OH:43])CCNCC2)=[CH:33][CH:32]=1.C(OCC)(=O)C. (2) The reactants are: C([Mg]Cl)(C)C.[Li+].[Cl-].I[C:9]1([CH2:12][NH:13][C:14](=[O:25])[C:15]2[CH:20]=[CH:19][CH:18]=[CH:17][C:16]=2[C:21]([F:24])([F:23])[F:22])[CH2:11][CH2:10]1.C([Li])CCC.CCCCCC.Cl[C:38]1[S:39][C:40]([C:43]([F:46])([F:45])[F:44])=[CH:41][N:42]=1.[NH4+].[Cl-]. Given the product [F:22][C:21]([F:24])([F:23])[C:16]1[CH:17]=[CH:18][CH:19]=[CH:20][C:15]=1[C:14]([NH:13][CH2:12][C:9]1([C:38]2[S:39][C:40]([C:43]([F:46])([F:45])[F:44])=[CH:41][N:42]=2)[CH2:11][CH2:10]1)=[O:25], predict the reactants needed to synthesize it. (3) Given the product [Cl:1][C:2]1[CH:25]=[C:24]([Cl:26])[CH:23]=[C:22]([CH3:27])[C:3]=1[O:4][C:5]1[N:9]([CH3:10])[C:8]2[C:11]([CH:17]([CH2:20][CH3:21])[CH2:18][CH3:19])=[CH:12][CH:13]=[C:14]([CH2:15][N:28]3[CH2:32][CH2:31][CH2:30][CH2:29]3)[C:7]=2[N:6]=1, predict the reactants needed to synthesize it. The reactants are: [Cl:1][C:2]1[CH:25]=[C:24]([Cl:26])[CH:23]=[C:22]([CH3:27])[C:3]=1[O:4][C:5]1[N:9]([CH3:10])[C:8]2[C:11]([CH:17]([CH2:20][CH3:21])[CH2:18][CH3:19])=[CH:12][CH:13]=[C:14]([CH:15]=O)[C:7]=2[N:6]=1.[NH:28]1[CH2:32][CH2:31][CH2:30][CH2:29]1.C(O)(=O)C.C(O[BH-](OC(=O)C)OC(=O)C)(=O)C.[Na+]. (4) Given the product [F:44][C:43]([F:45])([F:46])[O:42][C:39]1[CH:38]=[CH:37][C:36]([NH:33][C:34]([N:14]2[CH2:15][CH2:16][CH2:17][CH:12]([C:6]3([CH2:18][C:19]4[CH:24]=[CH:23][CH:22]=[C:21]([Cl:25])[CH:20]=4)[C:5]4[C:9](=[CH:10][C:2]([Cl:1])=[CH:3][CH:4]=4)[NH:8][C:7]3=[O:11])[CH2:13]2)=[O:35])=[CH:41][CH:40]=1, predict the reactants needed to synthesize it. The reactants are: [Cl:1][C:2]1[CH:10]=[C:9]2[C:5]([C:6]([CH2:18][C:19]3[CH:24]=[CH:23][CH:22]=[C:21]([Cl:25])[CH:20]=3)([CH:12]3[CH2:17][CH2:16][CH2:15][NH:14][CH2:13]3)[C:7](=[O:11])[NH:8]2)=[CH:4][CH:3]=1.C(N(CC)CC)C.[N:33]([C:36]1[CH:41]=[CH:40][C:39]([O:42][C:43]([F:46])([F:45])[F:44])=[CH:38][CH:37]=1)=[C:34]=[O:35]. (5) Given the product [Cl:3][C:4]1[CH:10]=[CH:9][C:7]([NH:8][C:13]2[CH:14]=[N:15][CH:16]=[CH:17][C:18]=2[N+:19]([O-:21])=[O:20])=[CH:6][C:5]=1[F:11], predict the reactants needed to synthesize it. The reactants are: [H-].[Na+].[Cl:3][C:4]1[CH:10]=[CH:9][C:7]([NH2:8])=[CH:6][C:5]=1[F:11].F[C:13]1[CH:14]=[N:15][CH:16]=[CH:17][C:18]=1[N+:19]([O-:21])=[O:20].